The task is: Regression. Given two drug SMILES strings and cell line genomic features, predict the synergy score measuring deviation from expected non-interaction effect.. This data is from NCI-60 drug combinations with 297,098 pairs across 59 cell lines. (1) Drug 1: C1CC(=O)NC(=O)C1N2C(=O)C3=CC=CC=C3C2=O. Drug 2: C1CN(P(=O)(OC1)NCCCl)CCCl. Cell line: EKVX. Synergy scores: CSS=-2.94, Synergy_ZIP=-0.604, Synergy_Bliss=-5.26, Synergy_Loewe=-3.40, Synergy_HSA=-6.17. (2) Drug 1: CN(CC1=CN=C2C(=N1)C(=NC(=N2)N)N)C3=CC=C(C=C3)C(=O)NC(CCC(=O)O)C(=O)O. Drug 2: C1CC(=O)NC(=O)C1N2C(=O)C3=CC=CC=C3C2=O. Cell line: SW-620. Synergy scores: CSS=46.0, Synergy_ZIP=2.78, Synergy_Bliss=-0.900, Synergy_Loewe=-34.6, Synergy_HSA=-1.22. (3) Drug 1: CC1=C2C(C(=O)C3(C(CC4C(C3C(C(C2(C)C)(CC1OC(=O)C(C(C5=CC=CC=C5)NC(=O)OC(C)(C)C)O)O)OC(=O)C6=CC=CC=C6)(CO4)OC(=O)C)O)C)O. Drug 2: C(CN)CNCCSP(=O)(O)O. Cell line: MCF7. Synergy scores: CSS=-8.55, Synergy_ZIP=-1.05, Synergy_Bliss=-11.4, Synergy_Loewe=-9.18, Synergy_HSA=-11.2. (4) Drug 1: C(=O)(N)NO. Drug 2: CC1C(C(CC(O1)OC2CC(CC3=C2C(=C4C(=C3O)C(=O)C5=CC=CC=C5C4=O)O)(C(=O)C)O)N)O. Cell line: MDA-MB-231. Synergy scores: CSS=42.3, Synergy_ZIP=-6.16, Synergy_Bliss=-1.76, Synergy_Loewe=-6.53, Synergy_HSA=0.904. (5) Drug 1: CC1=C2C(C(=O)C3(C(CC4C(C3C(C(C2(C)C)(CC1OC(=O)C(C(C5=CC=CC=C5)NC(=O)C6=CC=CC=C6)O)O)OC(=O)C7=CC=CC=C7)(CO4)OC(=O)C)O)C)OC(=O)C. Drug 2: CN1C2=C(C=C(C=C2)N(CCCl)CCCl)N=C1CCCC(=O)O.Cl. Cell line: T-47D. Synergy scores: CSS=2.20, Synergy_ZIP=5.55, Synergy_Bliss=0.540, Synergy_Loewe=6.14, Synergy_HSA=-3.01. (6) Drug 1: CCC(=C(C1=CC=CC=C1)C2=CC=C(C=C2)OCCN(C)C)C3=CC=CC=C3.C(C(=O)O)C(CC(=O)O)(C(=O)O)O. Drug 2: C1=CN(C=N1)CC(O)(P(=O)(O)O)P(=O)(O)O. Cell line: 786-0. Synergy scores: CSS=0.326, Synergy_ZIP=-0.0971, Synergy_Bliss=2.26, Synergy_Loewe=-0.401, Synergy_HSA=-0.124. (7) Synergy scores: CSS=5.67, Synergy_ZIP=-0.322, Synergy_Bliss=2.32, Synergy_Loewe=1.81, Synergy_HSA=2.24. Drug 2: C1CC(=O)NC(=O)C1N2C(=O)C3=CC=CC=C3C2=O. Drug 1: CC(CN1CC(=O)NC(=O)C1)N2CC(=O)NC(=O)C2. Cell line: NCI-H322M.